This data is from Full USPTO retrosynthesis dataset with 1.9M reactions from patents (1976-2016). The task is: Predict the reactants needed to synthesize the given product. (1) Given the product [F:13][C:14]1[CH:15]=[CH:16][C:17]([N:20]2[C:24]3[CH2:25][C@H:26]4[C@:31]([C:33](=[O:34])[C:2]5[CH:7]=[CH:6][CH:5]=[CH:4][N:3]=5)([CH2:32][C:23]=3[CH:22]=[N:21]2)[CH2:30][N:29]([C:37]([O:39][C:40]([CH3:41])([CH3:43])[CH3:42])=[O:38])[CH2:28][CH2:27]4)=[CH:18][CH:19]=1, predict the reactants needed to synthesize it. The reactants are: Br[C:2]1[CH:7]=[CH:6][CH:5]=[CH:4][N:3]=1.C([Li])CCC.[F:13][C:14]1[CH:19]=[CH:18][C:17]([N:20]2[C:24]3[CH2:25][C@H:26]4[C@:31]([C:33](OC)=[O:34])([CH2:32][C:23]=3[CH:22]=[N:21]2)[CH2:30][N:29]([C:37]([O:39][C:40]([CH3:43])([CH3:42])[CH3:41])=[O:38])[CH2:28][CH2:27]4)=[CH:16][CH:15]=1.O. (2) Given the product [CH2:39]([N:37]([CH3:38])[C:36]([CH:15]1[CH2:16][CH:17]([O:19][C:20]2[C:29]3[C:24](=[CH:25][CH:26]=[CH:27][CH:28]=3)[N:23]=[C:22]([C:30]3[CH:35]=[CH:34][CH:33]=[CH:32][CH:31]=3)[N:21]=2)[CH2:18][CH:14]1[C:12]([NH:11][C:6]1([C:4]([OH:5])=[O:3])[CH2:8][CH:7]1[CH:9]=[CH2:10])=[O:13])=[O:45])[CH2:40][CH2:41][CH2:42][CH:43]=[CH2:44], predict the reactants needed to synthesize it. The reactants are: C([O:3][C:4]([C:6]1([NH:11][C:12]([CH:14]2[CH2:18][CH:17]([O:19][C:20]3[C:29]4[C:24](=[CH:25][CH:26]=[CH:27][CH:28]=4)[N:23]=[C:22]([C:30]4[CH:35]=[CH:34][CH:33]=[CH:32][CH:31]=4)[N:21]=3)[CH2:16][CH:15]2[C:36](=[O:45])[N:37]([CH2:39][CH2:40][CH2:41][CH2:42][CH:43]=[CH2:44])[CH3:38])=[O:13])[CH2:8][CH:7]1[CH:9]=[CH2:10])=[O:5])C.[Li+].[OH-]. (3) Given the product [Br:15][C:16]1[CH:17]=[C:18]2[C:22](=[CH:23][CH:24]=1)[NH:21][C:20]1[C:25](=[O:26])[NH:27][CH2:28][CH2:29][C:30](=[O:32])[C:19]2=1, predict the reactants needed to synthesize it. The reactants are: O=P12OP3(OP(OP(O3)(O1)=O)(=O)O2)=O.[Br:15][C:16]1[CH:17]=[C:18]2[C:22](=[CH:23][CH:24]=1)[NH:21][C:20]([C:25]([NH:27][CH2:28][CH2:29][C:30]([OH:32])=O)=[O:26])=[CH:19]2. (4) Given the product [CH3:16][S:13]([N:11]1[CH2:10][CH2:9][C:7]2[N:8]=[C:3]([OH:2])[N:4]=[CH:5][C:6]=2[CH2:12]1)(=[O:14])=[O:15], predict the reactants needed to synthesize it. The reactants are: C[O:2][C:3]1[N:4]=[CH:5][C:6]2[CH2:12][N:11]([S:13]([CH3:16])(=[O:15])=[O:14])[CH2:10][CH2:9][C:7]=2[N:8]=1.Cl. (5) Given the product [CH3:28][CH2:27][CH2:26][C@H:25]([NH:24][C@H:32]([C:14]([N:8]1[C@H:9]([C:11]([OH:13])=[O:12])[CH2:10][C@H:6]2[C@@H:7]1[CH2:36][CH2:39][CH2:20][CH2:19]2)=[O:16])[CH3:31])[C:33]([O:35][CH2:42][CH3:43])=[O:34], predict the reactants needed to synthesize it. The reactants are: C(OC([CH:6]([CH2:19][CH3:20])[CH2:7][N:8]([C:14]([O:16]CC)=O)[C@H:9]([C:11]([OH:13])=[O:12])[CH3:10])=O)C.ClCCl.[NH:24]1[CH:32]2[CH:27]([CH2:28]CC[CH2:31]2)[CH2:26][CH:25]1[C:33]([OH:35])=[O:34].[C:36](N)([CH3:39])(C)C.C.[CH2:42]1COC[CH2:43]1.